From a dataset of Full USPTO retrosynthesis dataset with 1.9M reactions from patents (1976-2016). Predict the reactants needed to synthesize the given product. (1) Given the product [NH2:1][C:2]1[C:10]([OH:11])=[CH:9][CH:8]=[C:4]2[C:3]=1[C:12](=[O:14])[N:16]([CH:17]1[CH2:22][CH2:21][C:20](=[O:23])[NH:19][C:18]1=[O:24])[C:5]2=[O:7], predict the reactants needed to synthesize it. The reactants are: [NH2:1][C:2]1[C:10]([OH:11])=[CH:9][CH:8]=[C:4]([C:5]([OH:7])=O)[C:3]=1[C:12]([OH:14])=O.Cl.[NH2:16][CH:17]1[CH2:22][CH2:21][C:20](=[O:23])[NH:19][C:18]1=[O:24]. (2) Given the product [F:16][C:17]1[C:22]([F:23])=[CH:21][CH:20]=[CH:19][C:18]=1[C:24]1[N:29]=[C:28]([N:30]2[CH2:35][CH2:34][N:33]([C:8]([NH:7][C:3]3[CH:2]=[N:1][CH:6]=[CH:5][CH:4]=3)=[O:15])[CH2:32][CH2:31]2)[CH:27]=[CH:26][N:25]=1, predict the reactants needed to synthesize it. The reactants are: [N:1]1[CH:6]=[CH:5][CH:4]=[C:3]([NH:7][C:8](=[O:15])OCC(Cl)(Cl)Cl)[CH:2]=1.[F:16][C:17]1[C:22]([F:23])=[CH:21][CH:20]=[CH:19][C:18]=1[C:24]1[N:29]=[C:28]([N:30]2[CH2:35][CH2:34][NH:33][CH2:32][CH2:31]2)[CH:27]=[CH:26][N:25]=1.C(N(C(C)C)CC)(C)C.O.